Task: Predict the reactants needed to synthesize the given product.. Dataset: Full USPTO retrosynthesis dataset with 1.9M reactions from patents (1976-2016) (1) Given the product [CH2:1]([C:3]([C:14]1[CH:15]=[CH:16][C:17]2[O:21][C:20]([C:22]([OH:24])=[O:23])=[CH:19][C:18]=2[CH:25]=1)([C:6]1[CH:11]=[CH:10][C:9]([O:41][CH:28]2[CH2:33][CH2:32][CH2:31][CH2:30][C:29]2=[O:34])=[C:8]([CH3:13])[CH:7]=1)[CH2:4][CH3:5])[CH3:2], predict the reactants needed to synthesize it. The reactants are: [CH2:1]([C:3]([C:14]1[CH:15]=[C:16](C)[C:17]2[O:21][C:20]([C:22]([OH:24])=[O:23])=[CH:19][C:18]=2[CH:25]=1)([C:6]1[CH:11]=[CH:10][C:9](O)=[C:8]([CH3:13])[CH:7]=1)[CH2:4][CH3:5])[CH3:2].Cl[CH:28]1[CH2:33][CH2:32][CH2:31][CH2:30][C:29]1=[O:34].C(=O)([O-])[O-].[K+].[K+].[OH-:41].[Na+]. (2) Given the product [N+:1]([C:4]1[CH:5]=[CH:6][C:7]([S:10][C:11]2[CH:16]=[CH:15][C:14]([CH2:17][CH2:18][C:19]([O:21][CH3:22])=[O:20])=[CH:13][CH:12]=2)=[N:8][CH:9]=1)([O-:3])=[O:2], predict the reactants needed to synthesize it. The reactants are: [N+:1]([C:4]1[CH:5]=[CH:6][C:7]([S:10][C:11]2[CH:16]=[CH:15][C:14]([CH2:17][CH2:18][C:19]([OH:21])=[O:20])=[CH:13][CH:12]=2)=[N:8][CH:9]=1)([O-:3])=[O:2].[C:22](=O)([O-])[O-].[K+].[K+].CI.O. (3) Given the product [Br:21][C:22]1[CH:23]=[C:24]([NH:28][CH2:14][C:13]2[CH:16]=[CH:17][C:18]([O:19][CH3:20])=[C:11]([O:10][CH:5]3[CH2:9][CH2:8][CH2:7][CH2:6]3)[CH:12]=2)[CH:25]=[N:26][CH:27]=1, predict the reactants needed to synthesize it. The reactants are: C(O)(=O)C.[CH:5]1([O:10][C:11]2[CH:12]=[C:13]([CH:16]=[CH:17][C:18]=2[O:19][CH3:20])[CH:14]=O)[CH2:9][CH2:8][CH2:7][CH2:6]1.[Br:21][C:22]1[CH:23]=[C:24]([NH2:28])[CH:25]=[N:26][CH:27]=1.C(O[BH-](OC(=O)C)OC(=O)C)(=O)C.[Na+].